From a dataset of Full USPTO retrosynthesis dataset with 1.9M reactions from patents (1976-2016). Predict the reactants needed to synthesize the given product. (1) Given the product [F:1][CH:2]([F:20])[C:3]1[CH:4]=[C:5]([C:9]2[N:14]=[C:13]([S:15][CH3:16])[N:12]=[C:11]([Cl:23])[C:10]=2[C:18]#[N:19])[CH:6]=[CH:7][CH:8]=1, predict the reactants needed to synthesize it. The reactants are: [F:1][CH:2]([F:20])[C:3]1[CH:4]=[C:5]([C:9]2[N:14]=[C:13]([S:15][CH3:16])[N:12]=[C:11](O)[C:10]=2[C:18]#[N:19])[CH:6]=[CH:7][CH:8]=1.O=P(Cl)(Cl)[Cl:23]. (2) Given the product [F:32][C:29]([F:30])([F:31])[C:27]1[CH:26]=[C:5]([CH:4]=[C:3]([C:2]([F:1])([F:33])[F:34])[CH:28]=1)[C:6]([N:8]1[CH2:9][CH2:10][C:11]2([C:15](=[O:16])[N:14]([CH2:39][CH2:38][CH2:37][N:36]([CH3:41])[CH3:35])[C:13](=[O:17])[CH:12]2[C:18]2[CH:19]=[CH:20][CH:21]=[CH:22][CH:23]=2)[CH2:24][CH2:25]1)=[O:7], predict the reactants needed to synthesize it. The reactants are: [F:1][C:2]([F:34])([F:33])[C:3]1[CH:4]=[C:5]([CH:26]=[C:27]([C:29]([F:32])([F:31])[F:30])[CH:28]=1)[C:6]([N:8]1[CH2:25][CH2:24][C:11]2([C:15](=[O:16])[NH:14][C:13](=[O:17])[CH:12]2[C:18]2[CH:23]=[CH:22][CH:21]=[CH:20][CH:19]=2)[CH2:10][CH2:9]1)=[O:7].[CH3:35][N:36]([CH3:41])[CH2:37][CH2:38][CH2:39]O. (3) Given the product [CH3:23][N:2]1[CH2:3][CH2:4][C:5]2[C:10](=[CH:9][CH:8]=[C:7]([NH:11][C:12](=[O:21])[O:13][CH2:14][C:15]3[CH:20]=[CH:19][CH:18]=[CH:17][CH:16]=3)[CH:6]=2)[CH2:1]1, predict the reactants needed to synthesize it. The reactants are: [CH2:1]1[C:10]2[C:5](=[CH:6][C:7]([NH:11][C:12](=[O:21])[O:13][CH2:14][C:15]3[CH:20]=[CH:19][CH:18]=[CH:17][CH:16]=3)=[CH:8][CH:9]=2)[CH2:4][CH2:3][NH:2]1.F[C:23](F)(F)C([O-])=O.C=O.C(O[BH-](OC(=O)C)OC(=O)C)(=O)C.[Na+].C(=O)([O-])O.[Na+]. (4) Given the product [NH:4]1[C:5]([CH2:6][C:7]2[C:15]3[C:10](=[CH:11][CH:12]=[CH:13][CH:14]=3)[N:9]([CH2:16][C:17]([C:19]3[CH:24]=[CH:23][CH:22]=[CH:21][CH:20]=3)=[O:18])[CH:8]=2)=[N:1][N:2]=[N:3]1, predict the reactants needed to synthesize it. The reactants are: [NH:1]1[C:5]([CH2:6][C:7]2[C:15]3[C:10](=[CH:11][CH:12]=[CH:13][CH:14]=3)[N:9]([CH2:16][CH:17]([C:19]3[CH:24]=[CH:23][CH:22]=[CH:21][CH:20]=3)[OH:18])[CH:8]=2)=[N:4][N:3]=[N:2]1.CC(OI1(OC(C)=O)(OC(C)=O)OC(=O)C2C=CC=CC1=2)=O. (5) Given the product [CH2:1]([N:8]1[CH:12]=[C:11]([CH:13]=[O:14])[C:10]([O:15][CH2:16][C:17]2[CH:22]=[CH:21][C:20]([O:23][CH2:24][C:25]3[N:26]=[C:27]([C:31]4[O:32][CH:33]=[CH:34][CH:35]=4)[O:28][C:29]=3[CH3:30])=[C:19]([C:36]3[CH:37]=[CH:38][CH:39]=[CH:40][CH:41]=3)[CH:18]=2)=[N:9]1)[C:2]1[CH:7]=[CH:6][CH:5]=[CH:4][CH:3]=1, predict the reactants needed to synthesize it. The reactants are: [CH2:1]([N:8]1[CH:12]=[C:11]([CH2:13][OH:14])[C:10]([O:15][CH2:16][C:17]2[CH:22]=[CH:21][C:20]([O:23][CH2:24][C:25]3[N:26]=[C:27]([C:31]4[O:32][CH:33]=[CH:34][CH:35]=4)[O:28][C:29]=3[CH3:30])=[C:19]([C:36]3[CH:41]=[CH:40][CH:39]=[CH:38][CH:37]=3)[CH:18]=2)=[N:9]1)[C:2]1[CH:7]=[CH:6][CH:5]=[CH:4][CH:3]=1. (6) Given the product [F:21][C:22]([F:33])([F:32])[C:14]([OH:16])=[O:15].[F:33][C:22]([F:21])([F:32])[C:23]1[CH:24]=[C:25]([C:29]2[S:31][CH:2]=[C:3]([CH:5]3[CH2:6][C:7]4([CH2:9][CH2:10][NH:11][CH2:12][CH2:13]4)[CH2:8]3)[N:30]=2)[CH:26]=[CH:27][CH:28]=1, predict the reactants needed to synthesize it. The reactants are: Br[CH2:2][C:3]([CH:5]1[CH2:8][C:7]2([CH2:13][CH2:12][N:11]([C:14]([O:16]C(C)(C)C)=[O:15])[CH2:10][CH2:9]2)[CH2:6]1)=O.[F:21][C:22]([F:33])([F:32])[C:23]1[CH:24]=[C:25]([C:29](=[S:31])[NH2:30])[CH:26]=[CH:27][CH:28]=1. (7) Given the product [Cl:23][C:24]1[CH:32]=[C:31]2[C:27]([C:28]([CH2:33][NH:34][C:35](=[O:37])[CH3:36])=[C:29]([CH:15]([C:4]3[C:3](=[O:7])[C:2]([CH3:1])([C:8]4[CH:13]=[CH:12][C:11]([CH3:14])=[CH:10][CH:9]=4)[C:5]=3[OH:6])[C:16]3[CH:21]=[CH:20][CH:19]=[CH:18][CH:17]=3)[NH:30]2)=[CH:26][CH:25]=1, predict the reactants needed to synthesize it. The reactants are: [CH3:1][C:2]1([C:8]2[CH:13]=[CH:12][C:11]([CH3:14])=[CH:10][CH:9]=2)[C:5](=[O:6])[CH2:4][C:3]1=[O:7].[CH:15](=O)[C:16]1[CH:21]=[CH:20][CH:19]=[CH:18][CH:17]=1.[Cl:23][C:24]1[CH:32]=[C:31]2[C:27]([C:28]([CH2:33][NH:34][C:35](=[O:37])[CH3:36])=[CH:29][NH:30]2)=[CH:26][CH:25]=1. (8) Given the product [O:31]=[C:28]([CH3:27])[CH2:29][C:30]1[O:21][C:20](=[O:22])[C:19]2[CH:23]=[CH:24][CH:25]=[CH:26][C:18]=2[N:17]=1, predict the reactants needed to synthesize it. The reactants are: ClC1C2C(=CC=CC=2)N=C2N(C)N=C(C)C=12.[NH2:17][C:18]1[CH:26]=[CH:25][CH:24]=[CH:23][C:19]=1[C:20]([OH:22])=[O:21].[CH2:27]=[C:28]1[O:31][C:30](=O)[CH2:29]1.C(OC(=O)C)(=O)C.